Dataset: CYP1A2 inhibition data for predicting drug metabolism from PubChem BioAssay. Task: Regression/Classification. Given a drug SMILES string, predict its absorption, distribution, metabolism, or excretion properties. Task type varies by dataset: regression for continuous measurements (e.g., permeability, clearance, half-life) or binary classification for categorical outcomes (e.g., BBB penetration, CYP inhibition). Dataset: cyp1a2_veith. (1) The drug is O=C(CC1(O)CCCCC1)OC1CCCC1. The result is 0 (non-inhibitor). (2) The drug is O=C(CSc1ccc(Cl)cc1)Nc1ccc(N2CCN(C(=O)c3ccc(Cl)cc3)CC2)cc1. The result is 0 (non-inhibitor). (3) The drug is O=C(NN=C1c2ccccc2-c2ccccc21)c1ccccn1. The result is 1 (inhibitor). (4) The drug is Cc1ccc2nc(SCc3ccc([N+](=O)[O-])cc3)[nH]c2c1. The result is 1 (inhibitor). (5) The drug is C[N+](C)(C)CCOC(=O)CBr. The result is 0 (non-inhibitor). (6) The drug is CCCCOc1ccc(OC(=O)c2cccnc2)cc1. The result is 1 (inhibitor). (7) The drug is O=c1c2ccccc2nc(-c2ccc(Br)cc2)n1Cc1ccccc1. The result is 1 (inhibitor). (8) The compound is CCNC(=O)COC(=O)c1cc(-c2ccc(OC)cc2)nc2ccccc12. The result is 1 (inhibitor). (9) The drug is CC(=O)OC[C@H]1O[C@@H](O/N=C(\C)CCN2CCc3nc(-c4ccccc4)c(-c4ccccc4)cc3C2)[C@H](OC(C)=O)[C@@H](OC(C)=O)[C@H]1OC(C)=O. The result is 0 (non-inhibitor). (10) The drug is CN(C)c1ncc2nc(-c3ccccc3)c(=O)n(Cc3cccs3)c2n1. The result is 1 (inhibitor).